Dataset: Full USPTO retrosynthesis dataset with 1.9M reactions from patents (1976-2016). Task: Predict the reactants needed to synthesize the given product. (1) Given the product [CH3:31][N:2]([CH3:1])[C:3](=[O:30])[CH2:4][CH:5]1[CH2:10][NH:9][CH2:8][C:7](=[O:21])[N:6]1[CH2:22][C:23]1[CH:28]=[CH:27][C:26]([F:29])=[CH:25][CH:24]=1, predict the reactants needed to synthesize it. The reactants are: [CH3:1][N:2]([CH3:31])[C:3](=[O:30])[CH2:4][CH:5]1[CH2:10][N:9](C(OCC2C=CC=CC=2)=O)[CH2:8][C:7](=[O:21])[N:6]1[CH2:22][C:23]1[CH:28]=[CH:27][C:26]([F:29])=[CH:25][CH:24]=1. (2) Given the product [Cl:1][C:2]1[CH:24]=[CH:23][C:5]([CH2:6][NH:7][C:8]([C:10]2[C:11](=[O:22])[C:12]3[CH:19]=[C:18]([CH2:20][N:26]([CH2:27][C@@H:28]([OH:29])[C:30]4[CH:35]=[N:34][CH:33]=[CH:32][N:31]=4)[CH3:25])[S:17][C:13]=3[N:14]([CH3:16])[CH:15]=2)=[O:9])=[CH:4][CH:3]=1, predict the reactants needed to synthesize it. The reactants are: [Cl:1][C:2]1[CH:24]=[CH:23][C:5]([CH2:6][NH:7][C:8]([C:10]2[C:11](=[O:22])[C:12]3[CH:19]=[C:18]([CH2:20]Cl)[S:17][C:13]=3[N:14]([CH3:16])[CH:15]=2)=[O:9])=[CH:4][CH:3]=1.[CH3:25][NH:26][CH2:27][C@H:28]([C:30]1[CH:35]=[N:34][CH:33]=[CH:32][N:31]=1)[OH:29].C(N(C(C)C)CC)(C)C.